From a dataset of Forward reaction prediction with 1.9M reactions from USPTO patents (1976-2016). Predict the product of the given reaction. (1) Given the reactants [O:1]1[CH:5]=[C:4]([C:6]([OH:8])=O)[N:3]=[CH:2]1.C(Cl)(=O)C(Cl)=O.[NH2:15][C:16]1[N:46]=[C:19]2[CH:20]=[CH:21][C:22]([O:24][C:25]3[CH:26]=[C:27]([NH:32][C:33](=[O:45])[C:34]4[CH:39]=[CH:38][CH:37]=[C:36]([C:40]([C:43]#[N:44])([CH3:42])[CH3:41])[CH:35]=4)[CH:28]=[CH:29][C:30]=3[CH3:31])=[CH:23][N:18]2[N:17]=1.C(=O)([O-])O.[Na+], predict the reaction product. The product is: [C:43]([C:40]([C:36]1[CH:35]=[C:34]([C:33]([NH:32][C:27]2[CH:28]=[CH:29][C:30]([CH3:31])=[C:25]([CH:26]=2)[O:24][C:22]2[CH:21]=[CH:20][C:19]3[N:18]([N:17]=[C:16]([NH:15][C:6]([C:4]4[N:3]=[CH:2][O:1][CH:5]=4)=[O:8])[N:46]=3)[CH:23]=2)=[O:45])[CH:39]=[CH:38][CH:37]=1)([CH3:42])[CH3:41])#[N:44]. (2) Given the reactants S=[C:2]1[CH2:6][S:5][C:4](=[O:7])[NH:3]1.[CH2:8]([N:10]([CH2:14][CH3:15])[CH2:11][CH2:12][NH2:13])[CH3:9].[F:16][C:17]([F:41])([F:40])[C:18]1[CH:35]=[C:34]([C:36]([F:39])([F:38])[F:37])[CH:33]=[CH:32][C:19]=1[CH2:20][O:21][C:22]1[CH:23]=[C:24]([CH:27]=[CH:28][C:29]=1[O:30][CH3:31])[CH:25]=O.CC(C)([O-])C.[K+].[Cl-].[NH4+], predict the reaction product. The product is: [F:16][C:17]([F:40])([F:41])[C:18]1[CH:35]=[C:34]([C:36]([F:39])([F:38])[F:37])[CH:33]=[CH:32][C:19]=1[CH2:20][O:21][C:22]1[CH:23]=[C:24](/[CH:25]=[C:6]2/[C:2]([NH:13][CH2:12][CH2:11][N:10]([CH2:14][CH3:15])[CH2:8][CH3:9])=[N:3][C:4](=[O:7])[S:5]/2)[CH:27]=[CH:28][C:29]=1[O:30][CH3:31]. (3) Given the reactants [CH2:1]([O:3][C:4]([CH:6]1[CH2:11][CH2:10][N:9]([C:12]2[CH2:26][C:15]3([CH2:18][N:17](C(OC(C)(C)C)=O)[CH2:16]3)[O:14][N:13]=2)[CH2:8][CH2:7]1)=[O:5])[CH3:2].[CH:27]1([C:31]2[C:38]([CH:39]3[CH2:41][CH2:40]3)=[CH:37][C:34]([CH:35]=O)=[C:33]([O:42][CH2:43][CH3:44])[CH:32]=2)[CH2:30][CH2:29][CH2:28]1, predict the reaction product. The product is: [CH:27]1([C:31]2[C:38]([CH:39]3[CH2:40][CH2:41]3)=[CH:37][C:34]([CH2:35][N:17]3[CH2:18][C:15]4([CH2:26][C:12]([N:9]5[CH2:10][CH2:11][CH:6]([C:4]([O:3][CH2:1][CH3:2])=[O:5])[CH2:7][CH2:8]5)=[N:13][O:14]4)[CH2:16]3)=[C:33]([O:42][CH2:43][CH3:44])[CH:32]=2)[CH2:28][CH2:29][CH2:30]1. (4) Given the reactants [NH2:1][C:2]1[CH:7]=[CH:6][C:5]([C:8]2[CH:16]=[C:15]3[C:11]([CH2:12][N:13]([C@@H:18]([CH:23]([CH3:25])[CH3:24])[C:19]([O:21][CH3:22])=[O:20])[C:14]3=[O:17])=[CH:10][CH:9]=2)=[CH:4][CH:3]=1.[C:26]1([N:32]=[C:33]=[O:34])[CH:31]=[CH:30][CH:29]=[CH:28][CH:27]=1, predict the reaction product. The product is: [CH3:24][CH:23]([CH3:25])[C@H:18]([N:13]1[CH2:12][C:11]2[C:15](=[CH:16][C:8]([C:5]3[CH:4]=[CH:3][C:2]([NH:1][C:33]([NH:32][C:26]4[CH:31]=[CH:30][CH:29]=[CH:28][CH:27]=4)=[O:34])=[CH:7][CH:6]=3)=[CH:9][CH:10]=2)[C:14]1=[O:17])[C:19]([O:21][CH3:22])=[O:20].